From a dataset of Forward reaction prediction with 1.9M reactions from USPTO patents (1976-2016). Predict the product of the given reaction. (1) Given the reactants [N:1]12[CH2:9][CH2:8][CH:5]([CH2:6][CH2:7]1)[NH:4][CH2:3][CH2:2]2.[N:10]([C:13]([C:16]1[CH:21]=[CH:20][CH:19]=[C:18]([C:22]([CH3:24])=[CH2:23])[CH:17]=1)([CH3:15])[CH3:14])=[C:11]=[O:12], predict the reaction product. The product is: [CH2:23]=[C:22]([C:18]1[CH:17]=[C:16]([C:13]([NH:10][C:11]([N:4]2[CH:5]3[CH2:8][CH2:9][N:1]([CH2:7][CH2:6]3)[CH2:2][CH2:3]2)=[O:12])([CH3:15])[CH3:14])[CH:21]=[CH:20][CH:19]=1)[CH3:24]. (2) Given the reactants FC(F)(F)S(O[C:7]1[CH:8]=[CH:9][CH:10]=[C:11]2[C:16]=1[N:15]=[CH:14][CH:13]=[CH:12]2)(=O)=O.[C:19]1(B(O)O)[CH:24]=[CH:23][CH:22]=[CH:21][CH:20]=1.[Cl-].[Li+].C(=O)([O-])[O-].[Na+].[Na+], predict the reaction product. The product is: [C:19]1([C:7]2[CH:8]=[CH:9][CH:10]=[C:11]3[C:16]=2[N:15]=[CH:14][CH:13]=[CH:12]3)[CH:24]=[CH:23][CH:22]=[CH:21][CH:20]=1. (3) Given the reactants CC([CH:5]([CH:9]1[C:18]2[C:13](=[C:14]([C:19]3[N:23]=[C:22]([C:24]4[CH:29]=[CH:28][C:27]([O:30][CH:31]([CH3:33])[CH3:32])=[C:26]([Cl:34])[CH:25]=4)[O:21][N:20]=3)[CH:15]=[CH:16][CH:17]=2)[CH2:12][CH2:11][NH:10]1)[C:6]([O-:8])=[O:7])(C)C, predict the reaction product. The product is: [ClH:34].[Cl:34][C:26]1[CH:25]=[C:24]([C:22]2[O:21][N:20]=[C:19]([C:14]3[CH:15]=[CH:16][CH:17]=[C:18]4[C:13]=3[CH2:12][CH2:11][NH:10][CH:9]4[CH2:5][C:6]([OH:8])=[O:7])[N:23]=2)[CH:29]=[CH:28][C:27]=1[O:30][CH:31]([CH3:32])[CH3:33]. (4) The product is: [CH2:1]([O:3][C:4]([C:6]1[N:7]([CH3:15])[N:8]=[C:9]([C:11]([CH3:14])([CH3:13])[CH3:12])[C:10]=1[Br:22])=[O:5])[CH3:2]. Given the reactants [CH2:1]([O:3][C:4]([C:6]1[N:7]([CH3:15])[N:8]=[C:9]([C:11]([CH3:14])([CH3:13])[CH3:12])[CH:10]=1)=[O:5])[CH3:2].C([O-])([O-])=O.[K+].[K+].[Br:22]Br, predict the reaction product. (5) Given the reactants [O:1]=[C:2]([C:6]1[CH:11]=[CH:10][CH:9]=[CH:8][CH:7]=1)[CH2:3][C:4]#[N:5].[CH3:12][O:13][C:14]1[CH:15]=[C:16]([CH:18]=[CH:19][C:20]=1[O:21][CH3:22])[NH2:17], predict the reaction product. The product is: [CH3:12][O:13][C:14]1[CH:15]=[C:16]([NH:17][C:4](=[NH:5])[CH2:3][C:2](=[O:1])[C:6]2[CH:7]=[CH:8][CH:9]=[CH:10][CH:11]=2)[CH:18]=[CH:19][C:20]=1[O:21][CH3:22]. (6) Given the reactants [Cl-].[CH3:2][O:3][C:4]1[CH:9]=[CH:8][CH:7]=[CH:6][C:5]=1[C:10]1[N:15]=[CH:14][N:13]=[C:12]([NH:16][C:17]2[CH:18]=[C:19]([CH:22]=[CH:23][CH:24]=2)[CH2:20][NH3+:21])[CH:11]=1.C(N(CC)C(C)C)(C)C.[Cl:34][C:35]1[CH:40]=[CH:39][CH:38]=[C:37]([Cl:41])[C:36]=1[S:42](Cl)(=[O:44])=[O:43].C([O-])(O)=O.[Na+], predict the reaction product. The product is: [Cl:34][C:35]1[CH:40]=[CH:39][CH:38]=[C:37]([Cl:41])[C:36]=1[S:42]([NH:21][CH2:20][C:19]1[CH:22]=[CH:23][CH:24]=[C:17]([NH:16][C:12]2[CH:11]=[C:10]([C:5]3[CH:6]=[CH:7][CH:8]=[CH:9][C:4]=3[O:3][CH3:2])[N:15]=[CH:14][N:13]=2)[CH:18]=1)(=[O:44])=[O:43].